Dataset: Human Reference Interactome with 51,813 positive PPI pairs across 8,248 proteins, plus equal number of experimentally-validated negative pairs. Task: Binary Classification. Given two protein amino acid sequences, predict whether they physically interact or not. (1) Protein 1 (ENSG00000177917) has sequence MSFAESGWRSALRRRGPGTPGPVARPSYSSFTQGDSWGEGEVDEEEGCDQVARDLRAEFSAGAWSEPRKRSVLPPDGNGSPVLPDKRNGIFPAAAGSRAQPRRWPVQVLSILCSLLFAILLAFLLAIAYLIVKELHAENLKNEDDVDTGLLGFWTLLIISLTAGFSCCSFSWTVTYFDSFEPGMFPPTPLSPARFKKLTGHSFHMGYSMAILNGIVAALTVAWCLM*XCSLLFAILLAFLLAIAYLIVKAFSGLQMAWHLKPYNA*AQPRRWPVQVLSILCSLLFAILLAFLLAIAYLIV.... Protein 2 (ENSG00000123395) has sequence MNCRSEVLEVSVEGRQVEEAMLAVLHTVLLHRSTGKFHYKKEGTYSIGTVGTQDVDCDFIDFTYVRVSSEELDRALRKVVGEFKDALRNSGGDGLGQMSLEFYQKKKSRWPFSDECIPWEVWTVKVHVVALATEQERQICREKVGEKLCEKIINIVEVMNRHEYLPKMPTQSEVDNVFDTGLRDVQPYLYKISFQITDALGTSVTTTMRRLIKDTLAL*MNCRSEVLEVSVEGRQVEEAMLAVLHTVLLHRSTGKFHYKKEGTYSIGTVGTQDVDCDFIDFTYVRVSSEELDRALRKVVG.... Result: 0 (the proteins do not interact). (2) Protein 1 (ENSG00000188386) has sequence MGNEASYPAEMCSHFDNDEIKRLGRRFKKLDLDKSGSLSVEEFMSLPELRHNPLVRRVIDVFDTDGDGEVDFKEFILGTSQFSVKGDEEQKLRFAFSIYDMDKDGYISNGELFQVLKMMVGNNLTDWQLQQLVDKTIIILDKDGDGKISFEEFSAVVRDLEIHKKLVLIV*MDKDGYISNGELFQVLKMMVGNNLTDWQLQQLVDKTIIILDKDGDGKISFEEFSAVVRDLEIHKKLVLIV*. Protein 2 (ENSG00000100284) has sequence MDFLLGNPFSSPVGQRIEKATDGSLQSEDWALNMEICDIINETEEGPKDALRAVKKRIVGNKNFHEVMLALTVLETCVKNCGHRFHVLVASQDFVESVLVRTILPKNNPPTIVHDKVLNLIQLARSDRCGHHL*MDFLLGNPFSSPVGQRIVPKMPSEQ*MDFLLGNPFSSPVGQRIEKATDGSLQSEDWALNMEICDIINETEEGPKDALRAVKKRIVGNKNFHEVMLALTVLETCVKNCGHRFHVLVASQDFVESVLVRTILPKNNPPTIVHDKVLNLIQSWADAFRSSPDLTGVVTI.... Result: 0 (the proteins do not interact). (3) Protein 1 (ENSG00000160345) has sequence MAEECPRACAEPVAPKATAPPERTSDYYRVSADLPGRFNNPGWFRGYRTQKAVSVYRTSNQAYGSRAPTVHEMPRVECSGTILSMFTWRKAS*XIRAVGGRAVGGESPVVVSAPLICVGTQKAVSVYRTSNQAYGSRAPTVHEMPRVECSGTILSMFTWRKAS*MAEECPRACAEPVAPKATAPPERTSDYYRVSADLPGRFNNPGWFRGYRTQKAVSVYRTSNQAYGSRAPTVHEMPKVFYPNSNKFSQQLAAGGMFRNNTLNVYLEKSIVTGPDNCITSCDRLNFHPSYNINRPSICD.... Protein 2 (ENSG00000136932) has sequence MRGLEESGPRPTATPCGCVKPALETGNLLTEPVGYLESCFSAKNGTPRQPSICSYSRACLRIRKRIFNNPEHSLMGLEQFSHVWILFVFHKNGHLSCKAKVQPPRLNGAKTGVFSTRSPHRPNAIGLTLAKLEKVEGGAIYLSGIDMIHGTPVLDIKPYIAEYDSPQNVMEPLADFNLQNNQHTPNTVSQSDSKTDSCDQRQLSGCDEPQPHHSTKRKPKCPEDRTSEENYLTHSDTARIQQAFPMHREIAVDFGLESRRDQSSSVAEEQIGPYCPEKSFSEKGTDKKLERVEGAAVLQG.... Result: 0 (the proteins do not interact).